From a dataset of Full USPTO retrosynthesis dataset with 1.9M reactions from patents (1976-2016). Predict the reactants needed to synthesize the given product. (1) Given the product [C:1]([O:5][C:6]([N:8]1[CH2:12][C:11](=[N:21][O:20][CH2:18][CH3:19])[CH2:10][C@H:9]1[C:14]([OH:16])=[O:15])=[O:7])([CH3:4])([CH3:3])[CH3:2], predict the reactants needed to synthesize it. The reactants are: [C:1]([O:5][C:6]([N:8]1[CH2:12][C:11](=O)[CH2:10][C@H:9]1[C:14]([OH:16])=[O:15])=[O:7])([CH3:4])([CH3:3])[CH3:2].Cl.[CH2:18]([O:20][NH2:21])[CH3:19].N1C=CC=CC=1. (2) The reactants are: C([O:3][C:4](=[O:40])[C:5]1[CH:10]=[CH:9][C:8]([NH:11][C:12]2[C:13](=[O:39])[N:14]([CH3:38])[CH:15]=[C:16]([C:18]3[CH:23]=[CH:22][CH:21]=[C:20]([NH:24][C:25](=[O:36])[C:26]4[CH:31]=[CH:30][C:29]([C:32]([CH3:35])([CH3:34])[CH3:33])=[CH:28][CH:27]=4)[C:19]=3[CH3:37])[CH:17]=2)=[CH:7][CH:6]=1)C.[OH-].[Na+]. Given the product [C:32]([C:29]1[CH:28]=[CH:27][C:26]([C:25]([NH:24][C:20]2[C:19]([CH3:37])=[C:18]([C:16]3[CH:17]=[C:12]([NH:11][C:8]4[CH:9]=[CH:10][C:5]([C:4]([OH:40])=[O:3])=[CH:6][CH:7]=4)[C:13](=[O:39])[N:14]([CH3:38])[CH:15]=3)[CH:23]=[CH:22][CH:21]=2)=[O:36])=[CH:31][CH:30]=1)([CH3:35])([CH3:33])[CH3:34], predict the reactants needed to synthesize it. (3) Given the product [Cl:25][C:22]1[CH:23]=[CH:24][C:19]([C@H:8]2[C@H:9]([OH:15])[C@@H:10]([OH:11])[C@H:5]([OH:4])[C@@H:6]([CH2:36][OH:37])[O:7]2)=[CH:20][C:21]=1[CH2:26][C:27]1[CH:32]=[CH:31][C:30]([C:33](=[O:35])[CH3:34])=[CH:29][CH:28]=1, predict the reactants needed to synthesize it. The reactants are: C([O:4][C@H:5]1[C@H:10]([O:11]C(=O)C)[C@@H:9]([O:15]C(=O)C)[C@H:8]([C:19]2[CH:24]=[CH:23][C:22]([Cl:25])=[C:21]([CH2:26][C:27]3[CH:32]=[CH:31][C:30]([C:33](=[O:35])[CH3:34])=[CH:29][CH:28]=3)[CH:20]=2)[O:7][C@@H:6]1[CH2:36][O:37]C(=O)C)(=O)C.O.[OH-].[Li+].